Dataset: Peptide-MHC class I binding affinity with 185,985 pairs from IEDB/IMGT. Task: Regression. Given a peptide amino acid sequence and an MHC pseudo amino acid sequence, predict their binding affinity value. This is MHC class I binding data. (1) The peptide sequence is IKLEPVHGVY. The MHC is HLA-B51:01 with pseudo-sequence HLA-B51:01. The binding affinity (normalized) is 0.0104. (2) The peptide sequence is YICFQIGGY. The MHC is HLA-A24:03 with pseudo-sequence HLA-A24:03. The binding affinity (normalized) is 0.0847. (3) The peptide sequence is HPRVSSEVHI. The MHC is HLA-B45:01 with pseudo-sequence HLA-B45:01. The binding affinity (normalized) is 0. (4) The peptide sequence is FQFICNLLLL. The MHC is HLA-A02:03 with pseudo-sequence HLA-A02:03. The binding affinity (normalized) is 0.619.